This data is from Forward reaction prediction with 1.9M reactions from USPTO patents (1976-2016). The task is: Predict the product of the given reaction. (1) Given the reactants [F:1][C:2]1[CH:7]=[CH:6][C:5]([O:8][CH3:9])=[CH:4][C:3]=1[C:10]1[CH:11]=[CH:12][C:13]([OH:21])=[N:14][C:15]=1[CH2:16][C:17]([CH3:20])([CH3:19])[CH3:18].[CH:22]1([CH:25]([C:32]2[CH:37]=[CH:36][CH:35]=[C:34]([CH2:38]O)[CH:33]=2)[CH2:26][C:27]([O:29][CH2:30][CH3:31])=[O:28])[CH2:24][CH2:23]1.N(C(N1CCCCC1)=O)=NC(N1CCCCC1)=O.C(P(CCCC)CCCC)CCC, predict the reaction product. The product is: [CH:22]1([CH:25]([C:32]2[CH:37]=[CH:36][CH:35]=[C:34]([CH2:38][O:21][C:13]3[CH:12]=[CH:11][C:10]([C:3]4[CH:4]=[C:5]([O:8][CH3:9])[CH:6]=[CH:7][C:2]=4[F:1])=[C:15]([CH2:16][C:17]([CH3:18])([CH3:20])[CH3:19])[N:14]=3)[CH:33]=2)[CH2:26][C:27]([O:29][CH2:30][CH3:31])=[O:28])[CH2:24][CH2:23]1. (2) The product is: [Br:17][C:18]1[N:23]([CH3:24])[C:22](=[O:25])[C:21]([NH:2][C@H:3]([C:5]2[C:6](=[O:16])[NH:7][C:8]3[C:13]([CH:14]=2)=[CH:12][C:11]([Cl:15])=[CH:10][CH:9]=3)[CH3:4])=[N:20][CH:19]=1. Given the reactants Cl.[NH2:2][C@H:3]([C:5]1[C:6](=[O:16])[NH:7][C:8]2[C:13]([CH:14]=1)=[CH:12][C:11]([Cl:15])=[CH:10][CH:9]=2)[CH3:4].[Br:17][C:18]1[N:23]([CH3:24])[C:22](=[O:25])[C:21](Cl)=[N:20][CH:19]=1.CCN(C(C)C)C(C)C.O, predict the reaction product.